This data is from NCI-60 drug combinations with 297,098 pairs across 59 cell lines. The task is: Regression. Given two drug SMILES strings and cell line genomic features, predict the synergy score measuring deviation from expected non-interaction effect. (1) Drug 1: CC(C1=C(C=CC(=C1Cl)F)Cl)OC2=C(N=CC(=C2)C3=CN(N=C3)C4CCNCC4)N. Drug 2: C1CC(C1)(C(=O)O)C(=O)O.[NH2-].[NH2-].[Pt+2]. Cell line: HCT116. Synergy scores: CSS=37.9, Synergy_ZIP=1.21, Synergy_Bliss=2.28, Synergy_Loewe=-8.17, Synergy_HSA=3.62. (2) Drug 1: CC1=C(C(=CC=C1)Cl)NC(=O)C2=CN=C(S2)NC3=CC(=NC(=N3)C)N4CCN(CC4)CCO. Drug 2: C1CN1C2=NC(=NC(=N2)N3CC3)N4CC4. Cell line: DU-145. Synergy scores: CSS=66.4, Synergy_ZIP=-6.93, Synergy_Bliss=-3.92, Synergy_Loewe=-2.44, Synergy_HSA=-1.62. (3) Drug 1: CS(=O)(=O)CCNCC1=CC=C(O1)C2=CC3=C(C=C2)N=CN=C3NC4=CC(=C(C=C4)OCC5=CC(=CC=C5)F)Cl. Drug 2: C1CN(P(=O)(OC1)NCCCl)CCCl. Cell line: OVCAR3. Synergy scores: CSS=5.44, Synergy_ZIP=-1.74, Synergy_Bliss=-4.57, Synergy_Loewe=-12.2, Synergy_HSA=-4.75. (4) Drug 1: CC1=CC2C(CCC3(C2CCC3(C(=O)C)OC(=O)C)C)C4(C1=CC(=O)CC4)C. Drug 2: CN(C)C1=NC(=NC(=N1)N(C)C)N(C)C. Cell line: OVCAR-8. Synergy scores: CSS=-0.393, Synergy_ZIP=2.60, Synergy_Bliss=6.16, Synergy_Loewe=0.108, Synergy_HSA=0.711. (5) Drug 1: CN(C)C1=NC(=NC(=N1)N(C)C)N(C)C. Drug 2: CC1=C(C=C(C=C1)C(=O)NC2=CC(=CC(=C2)C(F)(F)F)N3C=C(N=C3)C)NC4=NC=CC(=N4)C5=CN=CC=C5. Cell line: NCIH23. Synergy scores: CSS=4.33, Synergy_ZIP=1.94, Synergy_Bliss=7.41, Synergy_Loewe=4.74, Synergy_HSA=5.50. (6) Drug 1: C1=CN(C(=O)N=C1N)C2C(C(C(O2)CO)O)O.Cl. Drug 2: CC1=C(C(=CC=C1)Cl)NC(=O)C2=CN=C(S2)NC3=CC(=NC(=N3)C)N4CCN(CC4)CCO. Cell line: NCI-H522. Synergy scores: CSS=30.3, Synergy_ZIP=-2.65, Synergy_Bliss=-1.85, Synergy_Loewe=0.351, Synergy_HSA=1.25. (7) Drug 1: C1=C(C(=O)NC(=O)N1)N(CCCl)CCCl. Drug 2: CC1CCCC2(C(O2)CC(NC(=O)CC(C(C(=O)C(C1O)C)(C)C)O)C(=CC3=CSC(=N3)C)C)C. Cell line: IGROV1. Synergy scores: CSS=26.5, Synergy_ZIP=0.867, Synergy_Bliss=1.05, Synergy_Loewe=0.580, Synergy_HSA=0.584. (8) Drug 1: C1=CC(=CC=C1CCC2=CNC3=C2C(=O)NC(=N3)N)C(=O)NC(CCC(=O)O)C(=O)O. Drug 2: B(C(CC(C)C)NC(=O)C(CC1=CC=CC=C1)NC(=O)C2=NC=CN=C2)(O)O. Cell line: RXF 393. Synergy scores: CSS=12.5, Synergy_ZIP=-1.59, Synergy_Bliss=0.140, Synergy_Loewe=2.02, Synergy_HSA=2.02.